This data is from Reaction yield outcomes from USPTO patents with 853,638 reactions. The task is: Predict the reaction yield, written as a fraction of the theoretical maximum amount of product (1.0 means a 100% yield; for example, 0.34 means a 34% yield). The reactants are [CH3:1][O:2][C:3]1[CH:4]=[C:5]2[C:10](=[CH:11][C:12]=1[O:13][CH2:14][CH2:15][CH2:16][N:17]([CH3:22])[S:18]([CH3:21])(=[O:20])=[O:19])[N:9]=[CH:8][NH:7][C:6]2=O.S(Cl)([Cl:26])=O. The catalyst is CN(C=O)C. The product is [Cl:26][C:6]1[C:5]2[C:10](=[CH:11][C:12]([O:13][CH2:14][CH2:15][CH2:16][N:17]([CH3:22])[S:18]([CH3:21])(=[O:20])=[O:19])=[C:3]([O:2][CH3:1])[CH:4]=2)[N:9]=[CH:8][N:7]=1. The yield is 0.800.